From a dataset of Forward reaction prediction with 1.9M reactions from USPTO patents (1976-2016). Predict the product of the given reaction. (1) Given the reactants [C:1]([O:5][C:6]([N:8]1[CH2:13][CH2:12][CH:11]([NH:14][C:15]2[CH:20]=[CH:19][C:18](Br)=[CH:17][CH:16]=2)[CH2:10][CH2:9]1)=[O:7])([CH3:4])([CH3:3])[CH3:2].C([Sn](CCCC)(CCCC)[C:27]1[N:32]=[CH:31][CH:30]=[CH:29][N:28]=1)CCC, predict the reaction product. The product is: [C:1]([O:5][C:6]([N:8]1[CH2:13][CH2:12][CH:11]([NH:14][C:15]2[CH:20]=[CH:19][C:18]([C:27]3[N:32]=[CH:31][CH:30]=[CH:29][N:28]=3)=[CH:17][CH:16]=2)[CH2:10][CH2:9]1)=[O:7])([CH3:4])([CH3:3])[CH3:2]. (2) Given the reactants CON(C)[C:4]([C:6]1[CH:15]=[CH:14][C:13]2[C:8](=[CH:9][CH:10]=[C:11]([Br:16])[CH:12]=2)[CH:7]=1)=[O:5].CC(C[AlH]CC(C)C)C.Cl, predict the reaction product. The product is: [Br:16][C:11]1[CH:12]=[C:13]2[C:8](=[CH:9][CH:10]=1)[CH:7]=[C:6]([CH:4]=[O:5])[CH:15]=[CH:14]2. (3) Given the reactants N.[C:2]([C:4]1[C:5]([N:10]([CH3:12])[CH3:11])=[N:6][CH:7]=[CH:8][CH:9]=1)#[N:3], predict the reaction product. The product is: [NH2:3][CH2:2][C:4]1[C:5]([N:10]([CH3:12])[CH3:11])=[N:6][CH:7]=[CH:8][CH:9]=1.